This data is from Full USPTO retrosynthesis dataset with 1.9M reactions from patents (1976-2016). The task is: Predict the reactants needed to synthesize the given product. Given the product [OH:12][C:2]([CH3:3])([CH3:1])[CH2:4][CH2:5][C:6](=[O:7])[CH3:11], predict the reactants needed to synthesize it. The reactants are: [CH3:1][C:2]([OH:12])([CH2:4][CH2:5][C:6]1([CH3:11])OCC[O:7]1)[CH3:3].Cl.[OH-].[Na+].